From a dataset of Catalyst prediction with 721,799 reactions and 888 catalyst types from USPTO. Predict which catalyst facilitates the given reaction. (1) Reactant: [O:1]1[CH2:6][CH2:5][CH:4]([OH:7])[CH2:3][CH2:2]1.Cl[C:9]1[CH:10]=[CH:11][C:12]([N+:24]([O-:26])=[O:25])=[C:13]([CH2:15][NH:16][C:17](=[O:23])[O:18][C:19]([CH3:22])([CH3:21])[CH3:20])[CH:14]=1.[H-].[Na+].CN(C)C=O. Product: [C:19]([O:18][C:17](=[O:23])[NH:16][CH2:15][C:13]1[CH:14]=[C:9]([O:7][CH:4]2[CH2:5][CH2:6][O:1][CH2:2][CH2:3]2)[CH:10]=[CH:11][C:12]=1[N+:24]([O-:26])=[O:25])([CH3:22])([CH3:20])[CH3:21]. The catalyst class is: 175. (2) Reactant: [F:1][C:2]1[CH:7]=[CH:6][C:5]([CH2:8][NH:9][C@H:10]2[C@@H:16]3[CH2:17][CH2:18][C@@H:12]([C@@H:13]4[C@H:15]3[CH2:14]4)[C@H:11]2[C:19](OC)=[O:20])=[CH:4][CH:3]=1.[CH3:23][S:24]([NH:27][C:28]1[CH:43]=[CH:42][C:31]2[NH:32][C:33]([CH2:38][C:39](O)=[O:40])=[N:34][S:35](=[O:37])(=[O:36])[C:30]=2[CH:29]=1)(=[O:26])=[O:25].CN1CCOCC1.Cl.CN(C)CCCN=C=NCC.C(N(CC)CC)C. Product: [F:1][C:2]1[CH:3]=[CH:4][C:5]([CH2:8][N:9]2[C:39](=[O:40])[C:38]([C:33]3[NH:32][C:31]4[CH:42]=[CH:43][C:28]([NH:27][S:24]([CH3:23])(=[O:26])=[O:25])=[CH:29][C:30]=4[S:35](=[O:37])(=[O:36])[N:34]=3)=[C:19]([OH:20])[C@H:11]3[C@@H:10]2[C@@H:16]2[CH2:17][CH2:18][C@H:12]3[C@@H:13]3[C@H:15]2[CH2:14]3)=[CH:6][CH:7]=1. The catalyst class is: 42.